Predict which catalyst facilitates the given reaction. From a dataset of Catalyst prediction with 721,799 reactions and 888 catalyst types from USPTO. (1) Reactant: [OH:1][CH2:2][C@@H:3]1[CH2:7][CH2:6][CH2:5][N:4]1[C:8]([O:10][C:11]([CH3:14])([CH3:13])[CH3:12])=[O:9].C(N(CC)CC)C.CN1C=CN=C1.[C:28]1([CH3:38])[CH:33]=[CH:32][C:31]([S:34](Cl)(=[O:36])=[O:35])=[CH:30][CH:29]=1. Product: [CH3:38][C:28]1[CH:33]=[CH:32][C:31]([S:34]([O:1][CH2:2][C@@H:3]2[CH2:7][CH2:6][CH2:5][N:4]2[C:8]([O:10][C:11]([CH3:14])([CH3:13])[CH3:12])=[O:9])(=[O:36])=[O:35])=[CH:30][CH:29]=1. The catalyst class is: 46. (2) Reactant: [CH2:1]([O:3][C:4]([C:6]1[CH:10]=[C:9]([CH3:11])[N:8]([CH:12]([C:14]2[CH:19]=[C:18]([Cl:20])[CH:17]=[CH:16][C:15]=2[OH:21])[CH3:13])[N:7]=1)=[O:5])[CH3:2].C([O-])([O-])=O.[K+].[K+].Br[CH2:29][CH:30]([CH3:32])[CH3:31]. Product: [CH2:1]([O:3][C:4]([C:6]1[CH:10]=[C:9]([CH3:11])[N:8]([CH:12]([C:14]2[CH:19]=[C:18]([Cl:20])[CH:17]=[CH:16][C:15]=2[O:21][CH2:29][CH:30]([CH3:32])[CH3:31])[CH3:13])[N:7]=1)=[O:5])[CH3:2]. The catalyst class is: 18. (3) Reactant: C([O:3][C:4]([C:6]1[CH:11]=[CH:10][C:9]([C:12]2[CH:17]=[C:16]([NH:18][C:19]([CH:21]3[CH2:26][CH2:25][CH2:24][CH2:23][CH2:22]3)=[O:20])[CH:15]=[CH:14][C:13]=2[Cl:27])=[CH:8][CH:7]=1)=[O:5])C. Product: [CH:21]1([C:19]([NH:18][C:16]2[CH:15]=[CH:14][C:13]([Cl:27])=[C:12]([C:9]3[CH:8]=[CH:7][C:6]([C:4]([OH:5])=[O:3])=[CH:11][CH:10]=3)[CH:17]=2)=[O:20])[CH2:22][CH2:23][CH2:24][CH2:25][CH2:26]1. The catalyst class is: 494. (4) Reactant: [F:1][C:2]([F:7])([F:6])[C:3]([O-:5])=[O:4].[CH3:8][NH:9][C:10](=[O:47])[CH2:11][CH2:12][CH2:13][CH2:14][CH2:15][C@@H:16]([C:32]1[NH:33][C:34]([C:37]2[CH:46]=[CH:45][C:44]3[C:39](=[CH:40][CH:41]=[CH:42][CH:43]=3)[CH:38]=2)=[CH:35][NH+:36]=1)[NH:17][C:18](C1CCCN(C2C=CC=CN=2)C1)=[O:19].CCN(C(C)C)C(C)C.[CH2:57]([N:64]=C=O)[C:58]1[CH:63]=[CH:62][CH:61]=[CH:60][CH:59]=1. Product: [F:1][C:2]([F:7])([F:6])[C:3]([O-:5])=[O:4].[CH2:57]([NH:64][C:18]([NH:17][C@H:16]([C:32]1[NH:33][C:34]([C:37]2[CH:46]=[CH:45][C:44]3[C:39](=[CH:40][CH:41]=[CH:42][CH:43]=3)[CH:38]=2)=[CH:35][NH+:36]=1)[CH2:15][CH2:14][CH2:13][CH2:12][CH2:11][C:10]([NH:9][CH3:8])=[O:47])=[O:19])[C:58]1[CH:63]=[CH:62][CH:61]=[CH:60][CH:59]=1. The catalyst class is: 2. (5) Reactant: [O:1]1[C:5]2[CH:6]=[CH:7][C:8]([C:10]3[CH:11]=[N:12][C:13]4[C:18]([C:19]=3Cl)=[CH:17][C:16]([S:21][C:22]3[N:26]5[CH:27]=[C:28]([C:31]6[CH:32]=[N:33][N:34]([CH3:36])[CH:35]=6)[CH:29]=[CH:30][C:25]5=[N:24][N:23]=3)=[CH:15][CH:14]=4)=[CH:9][C:4]=2[O:3][CH2:2]1.[CH3:37][O-:38].[Na+]. Product: [O:1]1[C:5]2[CH:6]=[CH:7][C:8]([C:10]3[CH:11]=[N:12][C:13]4[C:18]([C:19]=3[O:38][CH3:37])=[CH:17][C:16]([S:21][C:22]3[N:26]5[CH:27]=[C:28]([C:31]6[CH:32]=[N:33][N:34]([CH3:36])[CH:35]=6)[CH:29]=[CH:30][C:25]5=[N:24][N:23]=3)=[CH:15][CH:14]=4)=[CH:9][C:4]=2[O:3][CH2:2]1. The catalyst class is: 5. (6) Reactant: [F:1][C:2]([F:45])([F:44])[C:3]1[CH:4]=[C:5]([C@H:13]2[O:17][C:16](=[O:18])[N:15]([CH2:19][C:20]3[C:25]([C:26]4[CH:27]=[C:28]([CH2:34][CH2:35][C:36]([O:38][CH3:39])=[O:37])[CH:29]=[CH:30][C:31]=4[O:32][CH3:33])=[C:24]([CH3:40])[N:23]=[C:22](SC)[N:21]=3)[C@H:14]2[CH3:43])[CH:6]=[C:7]([C:9]([F:12])([F:11])[F:10])[CH:8]=1.C1C=C(Cl)C=C(C(OO)=O)C=1.[F:57][C:58]1([F:62])[CH2:61][NH:60][CH2:59]1.CCN(CC)CC. Product: [F:1][C:2]([F:45])([F:44])[C:3]1[CH:4]=[C:5]([C@H:13]2[O:17][C:16](=[O:18])[N:15]([CH2:19][C:20]3[C:25]([C:26]4[CH:27]=[C:28]([CH2:34][CH2:35][C:36]([O:38][CH3:39])=[O:37])[CH:29]=[CH:30][C:31]=4[O:32][CH3:33])=[C:24]([CH3:40])[N:23]=[C:22]([N:60]4[CH2:61][C:58]([F:62])([F:57])[CH2:59]4)[N:21]=3)[C@H:14]2[CH3:43])[CH:6]=[C:7]([C:9]([F:12])([F:11])[F:10])[CH:8]=1. The catalyst class is: 168. (7) Reactant: [C:1]([O:5][C:6](=[O:19])[N:7]([CH3:18])[CH2:8][C:9]1[CH:14]=[CH:13][CH:12]=[CH:11][C:10]=1[N+:15]([O-])=O)([CH3:4])([CH3:3])[CH3:2]. Product: [C:1]([O:5][C:6](=[O:19])[N:7]([CH3:18])[CH2:8][C:9]1[CH:14]=[CH:13][CH:12]=[CH:11][C:10]=1[NH2:15])([CH3:4])([CH3:3])[CH3:2]. The catalyst class is: 19. (8) Reactant: Cl[C:2](=[O:8])[C:3]([O:5]CC)=O.[C:9]([C:11]1[CH:16]=[CH:15][C:14]([NH:17][C:18]([NH:20][CH:21]([CH3:26])[C:22]([CH3:25])([CH3:24])[CH3:23])=[S:19])=[CH:13][CH:12]=1)#[N:10]. Product: [O:8]=[C:2]1[C:3](=[O:5])[N:17]([C:14]2[CH:13]=[CH:12][C:11]([C:9]#[N:10])=[CH:16][CH:15]=2)[C:18](=[S:19])[N:20]1[CH:21]([CH3:26])[C:22]([CH3:25])([CH3:24])[CH3:23]. The catalyst class is: 4.